From a dataset of Reaction yield outcomes from USPTO patents with 853,638 reactions. Predict the reaction yield, written as a fraction of the theoretical maximum amount of product (1.0 means a 100% yield; for example, 0.34 means a 34% yield). The reactants are [CH2:1]([N:5]1[C:14](=O)[C:13]([C:16]#[N:17])=[C:12]2[C:7]([CH:8](O)[CH2:9][CH2:10][CH2:11]2)=[CH:6]1)[CH2:2][CH2:3][CH3:4].COC1C=CC(P2(SP(C3C=CC(OC)=CC=3)(=S)S2)=[S:28])=CC=1.CO. The catalyst is C1(C)C=CC=CC=1. The product is [CH2:1]([N:5]1[C:14](=[S:28])[C:13]([C:16]#[N:17])=[C:12]2[C:7]([CH2:8][CH2:9][CH2:10][CH2:11]2)=[CH:6]1)[CH2:2][CH2:3][CH3:4]. The yield is 0.730.